Dataset: Full USPTO retrosynthesis dataset with 1.9M reactions from patents (1976-2016). Task: Predict the reactants needed to synthesize the given product. (1) Given the product [O-:12][N+:4]1[C:5]2[CH:11]=[CH:10][CH:9]=[CH:8][C:6]=2[N:7]=[C:2]([NH:7][CH2:6][CH2:8][N:19]([CH2:18][CH2:17][NH:16][C:27]2[N:3]=[N+:4]([O-:12])[C:5]3[CH:11]=[CH:10][CH:9]=[CH:34][C:33]=3[N:30]=2)[C:20](=[O:26])[O:21][C:22]([CH3:23])([CH3:24])[CH3:25])[N:3]=1, predict the reactants needed to synthesize it. The reactants are: Cl[C:2]1[N:3]=[N+:4]([O-:12])[C:5]2[CH:11]=[CH:10][CH:9]=[CH:8][C:6]=2[N:7]=1.NCC[N:16]([CH3:27])[CH2:17][CH2:18][NH:19][C:20](=[O:26])[O:21][C:22]([CH3:25])([CH3:24])[CH3:23].C([N:30]([CH2:33][CH3:34])CC)C. (2) Given the product [CH3:11][O:10][C:7]1[CH:8]=[CH:9][C:2]([NH:1][CH3:12])=[C:3]([CH:6]=1)[C:4]#[N:5], predict the reactants needed to synthesize it. The reactants are: [NH2:1][C:2]1[CH:9]=[CH:8][C:7]([O:10][CH3:11])=[CH:6][C:3]=1[C:4]#[N:5].[C:12](O[K])(C)(C)C.C(OC)(=O)C(OC)=O. (3) Given the product [F:1][C:2]1[CH:7]=[C:6]([S:8]([CH3:11])(=[O:9])=[O:10])[CH:5]=[CH:4][C:3]=1[C:12]1[CH:17]=[N:16][C:15]([O:18][CH2:24][CH:25]2[CH2:30][CH2:29][N:28]([C:31]3[O:35][N:34]=[C:33]([CH:36]([CH3:38])[CH3:37])[N:32]=3)[CH2:27][CH2:26]2)=[CH:14][N:13]=1, predict the reactants needed to synthesize it. The reactants are: [F:1][C:2]1[CH:7]=[C:6]([S:8]([CH3:11])(=[O:10])=[O:9])[CH:5]=[CH:4][C:3]=1[C:12]1[N:13]=[CH:14][C:15]([OH:18])=[N:16][CH:17]=1.CS(O[CH2:24][CH:25]1[CH2:30][CH2:29][N:28]([C:31]2[O:35][N:34]=[C:33]([CH:36]([CH3:38])[CH3:37])[N:32]=2)[CH2:27][CH2:26]1)(=O)=O.C([O-])([O-])=O.[K+].[K+]. (4) Given the product [ClH:48].[ClH:48].[OH:1][C:2]1[CH:25]=[CH:24][C:5]2[C:6](=[O:23])/[C:7](=[CH:9]/[C:10]3[C:18]4[C:13](=[CH:14][CH:15]=[CH:16][CH:17]=4)[N:12]([S:19]([CH3:22])(=[O:20])=[O:21])[CH:11]=3)/[O:8][C:4]=2[C:3]=1[CH2:26][N:27]1[CH2:32][CH2:31][NH:30][CH2:29][CH2:28]1, predict the reactants needed to synthesize it. The reactants are: [OH:1][C:2]1[CH:25]=[CH:24][C:5]2[C:6](=[O:23])/[C:7](=[CH:9]/[C:10]3[C:18]4[C:13](=[CH:14][CH:15]=[CH:16][CH:17]=4)[N:12]([S:19]([CH3:22])(=[O:21])=[O:20])[CH:11]=3)/[O:8][C:4]=2[C:3]=1[CH2:26][N:27]1[CH2:32][CH2:31][N:30](C(OC(C)(C)C)=O)[CH2:29][CH2:28]1.FC(F)(F)C(O)=O.C(Cl)[Cl:48]. (5) Given the product [OH:3][CH:4]1[CH2:13][CH2:12][C:11]2[C:6](=[CH:7][C:8]([O:14][CH3:15])=[CH:9][CH:10]=2)[O:5]1, predict the reactants needed to synthesize it. The reactants are: C([O:3][CH:4]1[CH2:13][CH2:12][C:11]2[C:6](=[CH:7][C:8]([O:14][CH3:15])=[CH:9][CH:10]=2)[O:5]1)C.C(#N)C.Cl.[OH-].[Na+]. (6) The reactants are: [Cl:1][C:2]1[N:7]=[C:6]([C:8]2[C:9]([C:17]3[CH:18]=[CH:19][C:20]([O:24][CH3:25])=[C:21]([CH:23]=3)[NH2:22])=[N:10][N:11]3[CH:16]=[CH:15][CH:14]=[CH:13][C:12]=23)[CH:5]=[CH:4][N:3]=1.[CH:26]1[CH:30]=[C:29]([CH2:31][C:32](Cl)=[O:33])[S:28][CH:27]=1. Given the product [Cl:1][C:2]1[N:7]=[C:6]([C:8]2[C:9]([C:17]3[CH:18]=[CH:19][C:20]([O:24][CH3:25])=[C:21]([NH:22][C:32](=[O:33])[CH2:31][C:29]4[S:28][CH:27]=[CH:26][CH:30]=4)[CH:23]=3)=[N:10][N:11]3[CH:16]=[CH:15][CH:14]=[CH:13][C:12]=23)[CH:5]=[CH:4][N:3]=1, predict the reactants needed to synthesize it.